The task is: Predict the reaction yield, written as a fraction of the theoretical maximum amount of product (1.0 means a 100% yield; for example, 0.34 means a 34% yield).. This data is from Reaction yield outcomes from USPTO patents with 853,638 reactions. (1) The reactants are [F:1][C:2]1[CH:3]=[C:4]([CH:9]2[CH2:13][CH2:12][CH2:11][C:10]2=[O:14])[CH:5]=[C:6]([F:8])[CH:7]=1.[C:15](Cl)([N:17]=[C:18]=[O:19])=[O:16]. The catalyst is C(OCC)(=O)C. The product is [F:1][C:2]1[CH:3]=[C:4]([CH:9]2[C:10]3[O:14][C:18](=[O:19])[NH:17][C:15](=[O:16])[C:11]=3[CH2:12][CH2:13]2)[CH:5]=[C:6]([F:8])[CH:7]=1. The yield is 0.109. (2) The reactants are [CH2:1]([C:5]1[N:6]=[C:7]([CH3:27])[NH:8][C:9](=[O:26])[C:10]=1[CH2:11][C:12]1[CH:17]=[CH:16][C:15]([C:18]2[C:19]([C:24]#[N:25])=[CH:20][CH:21]=[CH:22][CH:23]=2)=[CH:14][CH:13]=1)[CH2:2][CH2:3][CH3:4].[H-].[Na+].CN(C)C=O.[Cl:35][C:36]1[S:37][C:38]([CH2:41]Cl)=[CH:39][CH:40]=1. The catalyst is C(OCC)(=O)C. The product is [CH2:1]([C:5]1[N:6]=[C:7]([CH3:27])[N:8]([CH2:41][C:38]2[S:37][C:36]([Cl:35])=[CH:40][CH:39]=2)[C:9](=[O:26])[C:10]=1[CH2:11][C:12]1[CH:17]=[CH:16][C:15]([C:18]2[C:19]([C:24]#[N:25])=[CH:20][CH:21]=[CH:22][CH:23]=2)=[CH:14][CH:13]=1)[CH2:2][CH2:3][CH3:4]. The yield is 0.450. (3) The yield is 0.480. The reactants are [BH4-].[Na+].[C:3]([C:6]1[CH:14]=[CH:13][CH:12]=[C:11]2[C:7]=1[C:8]([NH:27][S:28]([C:31]1[S:32][C:33]([Cl:36])=[CH:34][CH:35]=1)(=[O:30])=[O:29])=[N:9][N:10]2[CH2:15][C:16]1[CH:17]=[C:18]([CH2:22][NH:23][C:24](=[O:26])[CH3:25])[CH:19]=[CH:20][CH:21]=1)(=[O:5])[CH3:4].Cl. The catalyst is CO. The product is [Cl:36][C:33]1[S:32][C:31]([S:28]([NH:27][C:8]2[C:7]3[C:11](=[CH:12][CH:13]=[CH:14][C:6]=3[CH:3]([OH:5])[CH3:4])[N:10]([CH2:15][C:16]3[CH:17]=[C:18]([CH2:22][NH:23][C:24](=[O:26])[CH3:25])[CH:19]=[CH:20][CH:21]=3)[N:9]=2)(=[O:29])=[O:30])=[CH:35][CH:34]=1. (4) The reactants are [CH:1]1([C:4]2[N:8]([C:9]([O:11][C:12]([CH3:15])([CH3:14])[CH3:13])=[O:10])[C:7]3[CH:16]=[C:17]([C:27]4[C:28]([CH3:33])=[N:29][O:30][C:31]=4[CH3:32])[CH:18]=[C:19]([C:20]([CH:22]4[O:26][CH2:25][CH2:24][O:23]4)=[O:21])[C:6]=3[N:5]=2)[CH2:3][CH2:2]1.[CH3:34][C:35]1[N:40]=[C:39]([Mg]Br)[CH:38]=[CH:37][CH:36]=1. The catalyst is C1COCC1. The product is [O:23]1[CH2:24][CH2:25][O:26][CH:22]1[C:20]([OH:21])([C:36]1[C:35]([CH3:34])=[N:40][CH:39]=[CH:38][CH:37]=1)[C:19]1[C:6]2[N:5]=[C:4]([CH:1]3[CH2:3][CH2:2]3)[N:8]([C:9]([O:11][C:12]([CH3:13])([CH3:14])[CH3:15])=[O:10])[C:7]=2[CH:16]=[C:17]([C:27]2[C:28]([CH3:33])=[N:29][O:30][C:31]=2[CH3:32])[CH:18]=1. The yield is 0.340. (5) The reactants are Br[C:2]1[N:3]=[CH:4][C:5]([N:8]2[C:12]3[CH:13]=[CH:14][C:15]([O:17][CH3:18])=[CH:16][C:11]=3[N:10]=[C:9]2[C:19]([F:22])([F:21])[F:20])=[N:6][CH:7]=1.[NH3:23]. The catalyst is C(O)CO.O. The product is [CH3:18][O:17][C:15]1[CH:14]=[CH:13][C:12]2[N:8]([C:5]3[N:6]=[CH:7][C:2]([NH2:23])=[N:3][CH:4]=3)[C:9]([C:19]([F:22])([F:21])[F:20])=[N:10][C:11]=2[CH:16]=1. The yield is 0.400.